This data is from Peptide-MHC class I binding affinity with 185,985 pairs from IEDB/IMGT. The task is: Regression. Given a peptide amino acid sequence and an MHC pseudo amino acid sequence, predict their binding affinity value. This is MHC class I binding data. (1) The peptide sequence is SAEDNYLAK. The MHC is HLA-A03:01 with pseudo-sequence HLA-A03:01. The binding affinity (normalized) is 0.0592. (2) The peptide sequence is TVFYNIPPM. The MHC is HLA-B39:01 with pseudo-sequence HLA-B39:01. The binding affinity (normalized) is 0.213. (3) The MHC is HLA-B27:05 with pseudo-sequence HLA-B27:05. The binding affinity (normalized) is 0.0847. The peptide sequence is HSRRSRRSL. (4) The peptide sequence is WEITYLGTT. The MHC is HLA-A69:01 with pseudo-sequence HLA-A69:01. The binding affinity (normalized) is 0.0847. (5) The peptide sequence is PLIRHENRMVL. The MHC is HLA-A68:02 with pseudo-sequence HLA-A68:02. The binding affinity (normalized) is 0. (6) The peptide sequence is FPVTPQVPL. The MHC is HLA-A68:01 with pseudo-sequence HLA-A68:01. The binding affinity (normalized) is 0. (7) The peptide sequence is FIPISASDM. The MHC is HLA-A68:02 with pseudo-sequence HLA-A68:02. The binding affinity (normalized) is 0.117.